Task: Predict the reactants needed to synthesize the given product.. Dataset: Full USPTO retrosynthesis dataset with 1.9M reactions from patents (1976-2016) (1) Given the product [CH2:29]([NH:36][C:22](=[O:23])[CH2:21][CH2:20][C:17]1[CH:16]=[CH:15][C:14]([C:12]([N:1]2[CH2:7][CH2:6][CH2:5][CH2:4][C:11]3[CH:10]=[CH:9][CH:8]=[CH:3][C:2]2=3)=[O:13])=[CH:19][CH:18]=1)[C:30]1[CH:35]=[CH:34][CH:33]=[CH:32][CH:31]=1, predict the reactants needed to synthesize it. The reactants are: [N:1]1([C:12]([C:14]2[CH:19]=[CH:18][C:17]([CH2:20][CH2:21][C:22](O)=[O:23])=[CH:16][CH:15]=2)=[O:13])[CH2:7][CH2:6][CH2:5][CH2:4][C:3]2[CH:8]=[CH:9][CH:10]=[CH:11][C:2]1=2.S(Cl)(Cl)=O.[CH2:29]([NH2:36])[C:30]1[CH:35]=[CH:34][CH:33]=[CH:32][CH:31]=1.C(N(CC)CC)C. (2) The reactants are: [CH:1]1([C:4]2[CH2:5][C:6]3[C:11]([CH:12]=2)=[CH:10][CH:9]=[CH:8][CH:7]=3)[CH2:3][CH2:2]1.[Li]CCCC.[Cl:18][Si:19](Cl)([CH3:21])[CH3:20]. Given the product [Cl:18][Si:19]([CH:5]1[C:6]2[C:11](=[CH:10][CH:9]=[CH:8][CH:7]=2)[CH:12]=[C:4]1[CH:1]1[CH2:3][CH2:2]1)([CH3:21])[CH3:20], predict the reactants needed to synthesize it.